Task: Predict the reactants needed to synthesize the given product.. Dataset: Full USPTO retrosynthesis dataset with 1.9M reactions from patents (1976-2016) (1) The reactants are: [CH3:1][O:2][C:3]1[CH:4]=[C:5]2[C:10](=[CH:11][C:12]=1[O:13][CH2:14][CH2:15][CH2:16][NH:17]C(=O)OC(C)(C)C)[N:9]=[CH:8][N:7]=[C:6]2[NH:25][C:26]1[CH:31]=[C:30]([NH:32][C:33](=[O:44])[C:34]2[CH:39]=[CH:38][CH:37]=[C:36]([C:40]([F:43])([F:42])[F:41])[CH:35]=2)[CH:29]=[CH:28][C:27]=1[CH3:45].[ClH:46]. Given the product [Cl-:46].[CH3:1][O:2][C:3]1[CH:4]=[C:5]2[C:10](=[CH:11][C:12]=1[O:13][CH2:14][CH2:15][CH2:16][NH3+:17])[N:9]=[CH:8][N:7]=[C:6]2[NH:25][C:26]1[CH:31]=[C:30]([NH:32][C:33](=[O:44])[C:34]2[CH:39]=[CH:38][CH:37]=[C:36]([C:40]([F:43])([F:42])[F:41])[CH:35]=2)[CH:29]=[CH:28][C:27]=1[CH3:45], predict the reactants needed to synthesize it. (2) Given the product [C:6]([O:5][C:3](=[O:4])[CH2:2][O:33][C:25]1[C:24]2[CH:34]=[CH:35][C:21]([O:20][CH2:19][C:18]3[CH:36]=[CH:37][C:38]([Cl:40])=[CH:39][C:17]=3[Cl:16])=[CH:22][C:23]=2[S:27][C:26]=1[C:28]([O:30][CH2:31][CH3:32])=[O:29])([CH3:9])([CH3:8])[CH3:7], predict the reactants needed to synthesize it. The reactants are: Br[CH2:2][C:3]([O:5][C:6]([CH3:9])([CH3:8])[CH3:7])=[O:4].C([O-])([O-])=O.[K+].[K+].[Cl:16][C:17]1[CH:39]=[C:38]([Cl:40])[CH:37]=[CH:36][C:18]=1[CH2:19][O:20][C:21]1[CH:35]=[CH:34][C:24]2[C:25]([OH:33])=[C:26]([C:28]([O:30][CH2:31][CH3:32])=[O:29])[S:27][C:23]=2[CH:22]=1.CN(C=O)C. (3) Given the product [CH2:24]([S:28]([NH:31][C:1]([C:4]1[CH:5]=[CH:6][C:7]2[N:11]([CH3:12])[C:10](=[O:13])[N:9]([CH2:14][C:15]3[CH:20]=[CH:19][C:18]([Cl:21])=[CH:17][C:16]=3[Cl:22])[C:8]=2[CH:23]=1)=[O:3])(=[O:30])=[O:29])[CH2:25][CH2:26][CH3:27], predict the reactants needed to synthesize it. The reactants are: [C:1]([C:4]1[CH:5]=[CH:6][C:7]2[N:11]([CH3:12])[C:10](=[O:13])[N:9]([CH2:14][C:15]3[CH:20]=[CH:19][C:18]([Cl:21])=[CH:17][C:16]=3[Cl:22])[C:8]=2[CH:23]=1)([OH:3])=O.[CH2:24]([S:28]([NH2:31])(=[O:30])=[O:29])[CH2:25][CH2:26][CH3:27].C1CCN2C(=NCCC2)CC1. (4) Given the product [C:1]([O:5][C:6](=[O:34])[CH2:7][O:8][C:9]1[C:18]2[CH2:17][CH2:16][CH2:15][C@@H:14]([N:19]([S:20]([C:23]3[CH:28]=[C:27]([C:29]([F:30])([F:31])[F:32])[CH:26]=[C:25]([F:33])[CH:24]=3)(=[O:22])=[O:21])[CH3:35])[C:13]=2[CH:12]=[CH:11][CH:10]=1)([CH3:4])([CH3:2])[CH3:3], predict the reactants needed to synthesize it. The reactants are: [C:1]([O:5][C:6](=[O:34])[CH2:7][O:8][C:9]1[C:18]2[CH2:17][CH2:16][CH2:15][C@@H:14]([NH:19][S:20]([C:23]3[CH:28]=[C:27]([C:29]([F:32])([F:31])[F:30])[CH:26]=[C:25]([F:33])[CH:24]=3)(=[O:22])=[O:21])[C:13]=2[CH:12]=[CH:11][CH:10]=1)([CH3:4])([CH3:3])[CH3:2].[C:35](=O)([O-])[O-].[K+].[K+].IC. (5) Given the product [F:21][C:22]1[CH:27]=[CH:26][C:25]([N:16]2[C:17]3[C:12](=[CH:11][C:10]([O:9][CH2:8][CH2:7][CH2:6][N:1]4[CH2:5][CH2:4][CH2:3][CH2:2]4)=[CH:19][CH:18]=3)[CH2:13][CH2:14][C:15]2=[O:20])=[CH:24][CH:23]=1, predict the reactants needed to synthesize it. The reactants are: [N:1]1([CH2:6][CH2:7][CH2:8][O:9][C:10]2[CH:11]=[C:12]3[C:17](=[CH:18][CH:19]=2)[NH:16][C:15](=[O:20])[CH2:14][CH2:13]3)[CH2:5][CH2:4][CH2:3][CH2:2]1.[F:21][C:22]1[CH:27]=[CH:26][C:25](I)=[CH:24][CH:23]=1.CN[C@@H]1CCCC[C@H]1NC.C(=O)([O-])[O-].[Cs+].[Cs+]. (6) Given the product [Br:20][C:21]1[CH:28]=[C:27]([F:29])[C:24]([CH2:25][N:1]2[CH2:5][CH2:4][CH2:3][CH2:2]2)=[C:23]([F:30])[CH:22]=1, predict the reactants needed to synthesize it. The reactants are: [NH:1]1[CH2:5][CH2:4][CH2:3][CH2:2]1.C(O[BH-](OC(=O)C)OC(=O)C)(=O)C.[Na+].[Br:20][C:21]1[CH:28]=[C:27]([F:29])[C:24]([CH:25]=O)=[C:23]([F:30])[CH:22]=1.OS([O-])(=O)=O.[Na+]. (7) Given the product [NH2:8][C:9]1[C:14]([C:15](=[O:16])[C:17]2[CH:22]=[CH:21][CH:20]=[CH:19][C:18]=2[O:23][CH3:24])=[CH:13][N:12]=[C:11]([NH:25][CH:26]2[CH2:31][CH2:30][N:29]([C:3](=[O:5])[CH3:2])[CH2:28][CH2:27]2)[N:10]=1, predict the reactants needed to synthesize it. The reactants are: F[C:2](F)(F)[C:3]([OH:5])=O.[NH2:8][C:9]1[C:14]([C:15]([C:17]2[CH:22]=[CH:21][CH:20]=[CH:19][C:18]=2[O:23][CH3:24])=[O:16])=[CH:13][N:12]=[C:11]([NH:25][CH:26]2[CH2:31][CH2:30][NH:29][CH2:28][CH2:27]2)[N:10]=1.C(N(CC)CC)C.Cl.CN(C)CCCN=C=NCC.O.ON1C2C=CC=CC=2N=N1.C(O)(=O)C.